From a dataset of Forward reaction prediction with 1.9M reactions from USPTO patents (1976-2016). Predict the product of the given reaction. (1) Given the reactants C(OC(=O)[NH:7][C@H:8]([CH2:12][CH2:13][C:14]1[CH:19]=[CH:18][CH:17]=[CH:16][CH:15]=1)[CH:9]([OH:11])[CH3:10])(C)(C)C, predict the reaction product. The product is: [NH2:7][CH:8]([CH2:12][CH2:13][C:14]1[CH:15]=[CH:16][CH:17]=[CH:18][CH:19]=1)[C@H:9]([OH:11])[CH3:10]. (2) The product is: [CH3:28][O:29][C:30]1[CH:31]=[C:32]([NH:42][C:43]2[N:45]=[CH:3][C:4]3[CH2:9][CH2:8][CH2:7][CH:6]([C:10]([N:12]4[CH2:13][CH2:14][O:15][CH2:16][CH2:17]4)=[O:11])[C:5]=3[N:44]=2)[CH:33]=[CH:34][C:35]=1[N:36]1[CH:40]=[C:39]([CH3:41])[N:38]=[CH:37]1. Given the reactants CN(C)[CH:3]=[C:4]1[CH2:9][CH2:8][CH2:7][CH:6]([C:10]([N:12]2[CH2:17][CH2:16][O:15][CH2:14][CH2:13]2)=[O:11])[C:5]1=O.[N+]([O-])(O)=O.[N+]([O-])(O)=O.[CH3:28][O:29][C:30]1[CH:31]=[C:32]([NH:42][C:43]([NH2:45])=[NH:44])[CH:33]=[CH:34][C:35]=1[N:36]1[CH:40]=[C:39]([CH3:41])[N:38]=[CH:37]1, predict the reaction product. (3) Given the reactants [H-].[Na+].[S:3]1[CH2:8][CH2:7][CH2:6][S:5][CH:4]1[C:9]([O:11][C:12]([CH3:15])([CH3:14])[CH3:13])=[O:10].I[CH3:17].[Cl-].[NH4+], predict the reaction product. The product is: [CH3:17][C:4]1([C:9]([O:11][C:12]([CH3:15])([CH3:14])[CH3:13])=[O:10])[S:5][CH2:6][CH2:7][CH2:8][S:3]1. (4) The product is: [CH2:15]([N:8]([CH2:1][C:2]1[CH:3]=[CH:4][CH:5]=[CH:6][CH:7]=1)[CH2:9][CH2:10][C:11]1([O:14][CH3:24])[CH2:12][CH2:13]1)[C:16]1[CH:21]=[CH:20][CH:19]=[CH:18][CH:17]=1. Given the reactants [CH2:1]([N:8]([CH2:15][C:16]1[CH:21]=[CH:20][CH:19]=[CH:18][CH:17]=1)[CH2:9][CH2:10][C:11]1([OH:14])[CH2:13][CH2:12]1)[C:2]1[CH:7]=[CH:6][CH:5]=[CH:4][CH:3]=1.[H-].[Na+].[CH3:24]I, predict the reaction product. (5) Given the reactants [Al:1](OCCCC)(OCCCC)OCCCC.[CH2:17]([O:19][C:20](=[O:25])[CH2:21][C:22]([CH3:24])=[O:23])[CH3:18], predict the reaction product. The product is: [CH2:17]([O:19][C:20](=[O:25])[CH2:21][C:22]([CH3:24])=[O:23])[CH3:18].[Al:1]. (6) Given the reactants [NH2:1][C:2]1[N:10]=[C:9]([F:11])[N:8]=[C:7]2[C:3]=1[N:4]=[C:5]([CH2:20][C:21]1[C:29]([I:30])=[CH:28][C:24]3[O:25][CH2:26][O:27][C:23]=3[CH:22]=1)[N:6]2[CH2:12][CH2:13][O:14][CH2:15][CH2:16][CH2:17][CH2:18][OH:19].Cl[S:32]([NH2:35])(=[O:34])=[O:33].C([O-])([O-])=O.[Ca+2], predict the reaction product. The product is: [NH2:1][C:2]1[N:10]=[C:9]([F:11])[N:8]=[C:7]2[C:3]=1[N:4]=[C:5]([CH2:20][C:21]1[C:29]([I:30])=[CH:28][C:24]3[O:25][CH2:26][O:27][C:23]=3[CH:22]=1)[N:6]2[CH2:12][CH2:13][O:14][CH2:15][CH2:16][CH2:17][CH2:18][O:19][S:32](=[O:34])(=[O:33])[NH2:35]. (7) The product is: [CH3:35][C:6]1[CH:7]=[CH:8][C:9]([C@H:11]2[CH2:16][CH2:15][CH2:14][N:13]([C:17]([C:19]3[S:23][C:22]([C:24]4[CH:25]=[CH:26][C:27]([C:30]([F:33])([F:31])[F:32])=[CH:28][CH:29]=4)=[N:21][C:20]=3[CH3:34])=[O:18])[CH2:12]2)=[CH:10][C:5]=1[C:4]([OH:36])=[O:3]. Given the reactants C([O:3][C:4](=[O:36])[C:5]1[CH:10]=[C:9]([C@H:11]2[CH2:16][CH2:15][CH2:14][N:13]([C:17]([C:19]3[S:23][C:22]([C:24]4[CH:29]=[CH:28][C:27]([C:30]([F:33])([F:32])[F:31])=[CH:26][CH:25]=4)=[N:21][C:20]=3[CH3:34])=[O:18])[CH2:12]2)[CH:8]=[CH:7][C:6]=1[CH3:35])C.C(=O)([O-])[O-].[K+].[K+].CO, predict the reaction product. (8) Given the reactants [OH:1][C:2]1[CH:3]=[C:4]([C:18]([OH:20])=[O:19])[C:5]2[O:9][C:8]([C:10]3[CH:15]=[CH:14][C:13]([OH:16])=[CH:12][CH:11]=3)=[CH:7][C:6]=2[CH:17]=1.Cl.[CH3:22]O, predict the reaction product. The product is: [CH3:22][O:19][C:18]([C:4]1[C:5]2[O:9][C:8]([C:10]3[CH:15]=[CH:14][C:13]([OH:16])=[CH:12][CH:11]=3)=[CH:7][C:6]=2[CH:17]=[C:2]([OH:1])[CH:3]=1)=[O:20].